Task: Predict the reactants needed to synthesize the given product.. Dataset: Full USPTO retrosynthesis dataset with 1.9M reactions from patents (1976-2016) (1) Given the product [C:1]1([N:7]([CH:17]([CH3:26])[CH2:18][C:19]([OH:21])=[O:20])[S:8]([C:11]2[CH:16]=[CH:15][CH:14]=[CH:13][N:12]=2)(=[O:10])=[O:9])[CH:2]=[CH:3][CH:4]=[CH:5][CH:6]=1, predict the reactants needed to synthesize it. The reactants are: [C:1]1([N:7]([CH:17]([CH3:26])[CH2:18][C:19]([O:21]C(C)(C)C)=[O:20])[S:8]([C:11]2[CH:16]=[CH:15][CH:14]=[CH:13][N:12]=2)(=[O:10])=[O:9])[CH:6]=[CH:5][CH:4]=[CH:3][CH:2]=1.C(O)(C(F)(F)F)=O. (2) Given the product [Cl:40][C:41]1[CH:46]=[CH:45][CH:44]=[CH:43][C:42]=1[S:47]([NH:50][C:5](=[O:11])[O:6][CH2:7][CH2:37][CH2:36][C:26]1[CH:27]=[CH:28][C:29]([O:31][CH2:32][CH2:33][O:34][CH3:35])=[CH:30][C:25]=1[O:24][C:15]1[C:14]([Cl:13])=[CH:19][C:18]([C:20]([F:22])([F:23])[F:21])=[CH:17][N:16]=1)(=[O:49])=[O:48], predict the reactants needed to synthesize it. The reactants are: ClC(Cl)(O[C:5](=[O:11])[O:6][C:7](Cl)(Cl)Cl)Cl.[Cl:13][C:14]1[C:15]([O:24][C:25]2[CH:30]=[C:29]([O:31][CH2:32][CH2:33][O:34][CH3:35])[CH:28]=[CH:27][C:26]=2[CH2:36][CH2:37]CO)=[N:16][CH:17]=[C:18]([C:20]([F:23])([F:22])[F:21])[CH:19]=1.[Cl:40][C:41]1[CH:46]=[CH:45][CH:44]=[CH:43][C:42]=1[S:47]([NH2:50])(=[O:49])=[O:48].C(N(CC)C(C)C)(C)C.Cl. (3) Given the product [CH3:1][C:2]12[CH2:4][CH:3]1[C:5](=[O:7])[O:10][C:8]2=[O:9], predict the reactants needed to synthesize it. The reactants are: [CH3:1][C:2]1([C:8]([OH:10])=[O:9])[CH2:4][CH:3]1[C:5]([OH:7])=O.FC(F)(F)C(OC(=O)C(F)(F)F)=O. (4) Given the product [CH2:15]([N:17]([CH2:22][CH3:23])[C:18]([CH2:19][P:7](=[S:14])([C:8]1[CH:13]=[CH:12][CH:11]=[CH:10][CH:9]=1)[C:1]1[CH:2]=[CH:3][CH:4]=[CH:5][CH:6]=1)=[O:21])[CH3:16], predict the reactants needed to synthesize it. The reactants are: [C:1]1([PH:7](=[S:14])[C:8]2[CH:13]=[CH:12][CH:11]=[CH:10][CH:9]=2)[CH:6]=[CH:5][CH:4]=[CH:3][CH:2]=1.[CH2:15]([N:17]([CH2:22][CH3:23])[C:18](=[O:21])[CH2:19]Cl)[CH3:16].[OH-].[K+].O. (5) Given the product [CH3:1][N:2]1[CH2:14][CH2:13][C:5]2[N:6]([CH2:21][CH:20]([C:19]3[CH:23]=[CH:24][C:16]([CH3:15])=[CH:17][CH:18]=3)[OH:22])[C:7]3[CH:8]=[CH:9][CH:10]=[CH:11][C:12]=3[C:4]=2[CH2:3]1, predict the reactants needed to synthesize it. The reactants are: [CH3:1][N:2]1[CH2:14][CH2:13][C:5]2[NH:6][C:7]3[CH:8]=[CH:9][CH:10]=[CH:11][C:12]=3[C:4]=2[CH2:3]1.[CH3:15][C:16]1[CH:24]=[CH:23][C:19]([CH:20]2[O:22][CH2:21]2)=[CH:18][CH:17]=1.[H-].[Na+].C(O)(C(F)(F)F)=O.